From a dataset of CYP2D6 inhibition data for predicting drug metabolism from PubChem BioAssay. Regression/Classification. Given a drug SMILES string, predict its absorption, distribution, metabolism, or excretion properties. Task type varies by dataset: regression for continuous measurements (e.g., permeability, clearance, half-life) or binary classification for categorical outcomes (e.g., BBB penetration, CYP inhibition). Dataset: cyp2d6_veith. (1) The compound is CCCCCC1=C2CNC(Cc3ccccc3)(C(=O)OC)C=C2C(C)C1=O. The result is 1 (inhibitor). (2) The molecule is Cc1n[nH]c(C)c1S(=O)(=O)N1CCC(C(=O)O)CC1.Cl. The result is 0 (non-inhibitor). (3) The molecule is O=C(O)c1ccccc1-c1ccccc1C(=O)Nc1ccc2c(c1)Cc1ccccc1-2. The result is 0 (non-inhibitor). (4) The compound is Cc1c(-c2nc(N)nc(C3CC3)c2C)nc(N)nc1C1CC1. The result is 0 (non-inhibitor). (5) The compound is COC(=O)c1ccc(C#CC(NP(=O)(c2ccccc2)c2ccccc2)c2ccccc2)cc1. The result is 0 (non-inhibitor). (6) The molecule is O=S(O)O.O=S(O)O.[Co].[NH2-].[NH2-].[NH2-].[NH2-]. The result is 0 (non-inhibitor). (7) The compound is CC(C)(Cc1c[nH]c2ccc(Cl)cc12)NCCOc1ccccc1OCC1CC1. The result is 1 (inhibitor).